Task: Predict the product of the given reaction.. Dataset: Forward reaction prediction with 1.9M reactions from USPTO patents (1976-2016) (1) Given the reactants [N+:1]([C:4]1[C:5](=[O:15])[NH:6][C:7](=[O:14])[N:8]([CH2:11][CH2:12][CH3:13])[C:9]=1[CH3:10])([O-:3])=[O:2].[CH:16](=O)[C:17]1[CH:22]=[CH:21][CH:20]=[CH:19][CH:18]=1.N1CCCCC1, predict the reaction product. The product is: [N+:1]([C:4]1[C:5](=[O:15])[NH:6][C:7](=[O:14])[N:8]([CH2:11][CH2:12][CH3:13])[C:9]=1[CH:10]=[CH:16][C:17]1[CH:22]=[CH:21][CH:20]=[CH:19][CH:18]=1)([O-:3])=[O:2]. (2) Given the reactants [NH:1]1[CH2:6][CH2:5][O:4][CH2:3][CH2:2]1.[CH2:7]=O.[OH:9][C:10]1[C:17]([OH:18])=[C:16]([OH:19])[CH:15]=[CH:14][C:11]=1[CH:12]=[O:13], predict the reaction product. The product is: [OH:9][C:10]1[C:17]([OH:18])=[C:16]([OH:19])[C:15]([CH2:7][N:1]2[CH2:6][CH2:5][O:4][CH2:3][CH2:2]2)=[CH:14][C:11]=1[CH:12]=[O:13]. (3) Given the reactants [F:1][C:2]1[CH:3]=[CH:4][C:5]2[C:14]([CH:15]=1)=[N:13][C:12]([O:16][C@H:17]1[CH2:55][N:20]3[C:21](=[O:54])[C@@H:22]([NH:46]C(=O)OC(C)(C)C)[CH2:23][CH2:24][CH2:25][CH2:26][CH2:27][CH:28]=[CH:29][C@@H:30]4[CH2:35][C@@:31]4([C:36](=[O:45])[NH:37][S:38]([C:41]4([CH3:44])[CH2:43][CH2:42]4)(=[O:40])=[O:39])[NH:32][C:33](=[O:34])[C@@H:19]3[CH2:18]1)=[C:11]1[C:6]=2[CH:7]=[CH:8][CH:9]=[CH:10]1, predict the reaction product. The product is: [NH2:46][C@@H:22]1[C:21](=[O:54])[N:20]2[CH2:55][C@H:17]([O:16][C:12]3[N:13]=[C:14]4[C:5](=[C:6]5[C:11]=3[CH:10]=[CH:9][CH:8]=[CH:7]5)[CH:4]=[CH:3][C:2]([F:1])=[CH:15]4)[CH2:18][C@H:19]2[C:33](=[O:34])[NH:32][C@:31]2([C:36]([NH:37][S:38]([C:41]3([CH3:44])[CH2:42][CH2:43]3)(=[O:39])=[O:40])=[O:45])[CH2:35][C@H:30]2[CH:29]=[CH:28][CH2:27][CH2:26][CH2:25][CH2:24][CH2:23]1. (4) Given the reactants [F:1][C:2]1[C:3]([C:8]2([CH2:12][NH:13][C:14]3[N:19]=[N:18][C:17](C#N)=[CH:16][CH:15]=3)[CH2:11][CH2:10][CH2:9]2)=[N:4][CH:5]=[CH:6][CH:7]=1.C[Mg+].[Br-].Cl.CCO[C:29]([CH3:31])=[O:30], predict the reaction product. The product is: [F:1][C:2]1[C:3]([C:8]2([CH2:12][NH:13][C:14]3[N:19]=[N:18][C:17]([C:29](=[O:30])[CH3:31])=[CH:16][CH:15]=3)[CH2:9][CH2:10][CH2:11]2)=[N:4][CH:5]=[CH:6][CH:7]=1. (5) Given the reactants Cl[C:2]1[CH:7]=[C:6]([NH:8][CH2:9][C@@H:10]2[O:15][CH2:14][CH2:13][N:12]([C:16]([O:18][C:19]([CH3:22])([CH3:21])[CH3:20])=[O:17])[CH2:11]2)[C:5]([C:23]([F:26])([F:25])[F:24])=[CH:4][N:3]=1.[NH2:27][C:28]1[CH:33]=[N:32][C:31]([C:34]#[N:35])=[CH:30][N:29]=1.C1(P(C2C=CC=CC=2)C2C=CC3C(=CC=CC=3)C=2C2C3C(=CC=CC=3)C=CC=2P(C2C=CC=CC=2)C2C=CC=CC=2)C=CC=CC=1.C(=O)([O-])[O-].[Cs+].[Cs+], predict the reaction product. The product is: [C:34]([C:31]1[N:32]=[CH:33][C:28]([NH:27][C:2]2[CH:7]=[C:6]([NH:8][CH2:9][C@@H:10]3[O:15][CH2:14][CH2:13][N:12]([C:16]([O:18][C:19]([CH3:22])([CH3:21])[CH3:20])=[O:17])[CH2:11]3)[C:5]([C:23]([F:26])([F:25])[F:24])=[CH:4][N:3]=2)=[N:29][CH:30]=1)#[N:35].